From a dataset of CYP3A4 inhibition data for predicting drug metabolism from PubChem BioAssay. Regression/Classification. Given a drug SMILES string, predict its absorption, distribution, metabolism, or excretion properties. Task type varies by dataset: regression for continuous measurements (e.g., permeability, clearance, half-life) or binary classification for categorical outcomes (e.g., BBB penetration, CYP inhibition). Dataset: cyp3a4_veith. (1) The molecule is Cc1c(NC(=O)Nc2c(Cl)cccc2Cl)c(=O)n(-c2ccccc2)n1C. The result is 0 (non-inhibitor). (2) The molecule is CCOC(=O)NC(NC(=O)OCC)C(=O)c1ccc(F)cc1. The result is 0 (non-inhibitor). (3) The drug is CNc1nc(C)cc(C)c1S(=O)(=O)c1ccc(C)cc1. The result is 1 (inhibitor). (4) The drug is COc1cc(/C=N/NC(=O)c2cncc(Br)c2)ccc1OC(=O)c1ccc2c(c1)OCO2. The result is 0 (non-inhibitor). (5) The drug is CN1CCC(OC(c2ccccc2)c2ccccc2)CC1. The result is 0 (non-inhibitor).